This data is from Forward reaction prediction with 1.9M reactions from USPTO patents (1976-2016). The task is: Predict the product of the given reaction. (1) Given the reactants Cl[C:2]1[N:7]2[CH:8]=[CH:9][N:10]=[C:6]2[N:5]=[C:4]([Cl:11])[C:3]=1[C:12]1[C:17]([F:18])=[CH:16][C:15]([F:19])=[CH:14][C:13]=1[F:20].[F:21][C:22]([F:26])([F:25])[CH2:23][NH2:24].[Cl-].[Na+], predict the reaction product. The product is: [Cl:11][C:4]1[C:3]([C:12]2[C:17]([F:18])=[CH:16][C:15]([F:19])=[CH:14][C:13]=2[F:20])=[C:2]([NH:24][CH2:23][C:22]([F:26])([F:25])[F:21])[N:7]2[CH:8]=[CH:9][N:10]=[C:6]2[N:5]=1. (2) Given the reactants Br[C:2]1[CH:3]=[C:4]2[N:10]([C:11]3[N:16]=[CH:15][CH:14]=[CH:13][N:12]=3)[CH:9]=[CH:8][C:5]2=[N:6][CH:7]=1.[B:17]1([B:17]2[O:21][C:20]([CH3:23])([CH3:22])[C:19]([CH3:25])([CH3:24])[O:18]2)[O:21][C:20]([CH3:23])([CH3:22])[C:19]([CH3:25])([CH3:24])[O:18]1.C([O-])(=O)C.[K+], predict the reaction product. The product is: [N:12]1[CH:13]=[CH:14][CH:15]=[N:16][C:11]=1[N:10]1[C:4]2[C:5](=[N:6][CH:7]=[C:2]([B:17]3[O:21][C:20]([CH3:23])([CH3:22])[C:19]([CH3:25])([CH3:24])[O:18]3)[CH:3]=2)[CH:8]=[CH:9]1. (3) Given the reactants [O-]CC.[Na+].[Cl:5][C:6]1[CH:11]=[CH:10][C:9]([C:12]2[N:16]([CH2:17][C@H:18]([OH:23])[C:19]([F:22])([F:21])[F:20])[C:15](=[O:24])[N:14]([CH2:25][C:26]([NH:28][NH2:29])=O)[N:13]=2)=[CH:8][CH:7]=1.Cl.[OH:31][CH:32]([CH3:36])[C:33](=N)[NH2:34], predict the reaction product. The product is: [Cl:5][C:6]1[CH:11]=[CH:10][C:9]([C:12]2[N:16]([CH2:17][C@H:18]([OH:23])[C:19]([F:21])([F:20])[F:22])[C:15](=[O:24])[N:14]([CH2:25][C:26]3[N:34]=[C:33]([CH:32]([OH:31])[CH3:36])[NH:29][N:28]=3)[N:13]=2)=[CH:8][CH:7]=1. (4) Given the reactants [NH:1]1[CH2:6][CH2:5][CH2:4][C@@H:3]([NH:7][C:8]([CH:10]2[CH2:15][CH2:14][CH2:13][CH2:12][CH2:11]2)=[O:9])[CH2:2]1.[C:16]([N:21]1[CH2:26][CH2:25][C:24](=O)[CH2:23][CH2:22]1)([O:18][CH2:19][CH3:20])=[O:17].[N-]=C=O, predict the reaction product. The product is: [CH:10]1([C:8]([NH:7][C@@H:3]2[CH2:4][CH2:5][CH2:6][N:1]([CH:24]3[CH2:25][CH2:26][N:21]([C:16]([O:18][CH2:19][CH3:20])=[O:17])[CH2:22][CH2:23]3)[CH2:2]2)=[O:9])[CH2:15][CH2:14][CH2:13][CH2:12][CH2:11]1.